From a dataset of Human intestinal absorption (HIA) binary classification data from Hou et al.. Regression/Classification. Given a drug SMILES string, predict its absorption, distribution, metabolism, or excretion properties. Task type varies by dataset: regression for continuous measurements (e.g., permeability, clearance, half-life) or binary classification for categorical outcomes (e.g., BBB penetration, CYP inhibition). Dataset: hia_hou. (1) The compound is NS(=O)(=O)c1cc2c(cc1C(F)(F)F)NCNS2(=O)=O. The result is 1 (good absorption). (2) The drug is CCC(=O)O[C@@]1(CCN(C)CCCc2nc3ccccc3[nH]2)CCc2cc(F)ccc2[C@@H]1C(C)C. The result is 1 (good absorption). (3) The result is 1 (good absorption). The molecule is CC(=O)Nc1ccc([C@H](O)CNC(C)C)cc1. (4) The compound is CC(=O)O[C@H](CC(=O)O)C[N+](C)(C)C. The result is 0 (poor absorption). (5) The compound is CC(C)(C)NC(=O)[C@@H]1CC[C@@H]2[C@@H]3CC[C@@H]4NC(=O)C=C[C@@]4(C)[C@@H]3CC[C@@]12C. The result is 1 (good absorption). (6) The drug is CC(C)NC[C@H](O)COc1cccc(NS(C)(=O)=O)c1. The result is 1 (good absorption). (7) The molecule is NC(N)=Nc1nc(CSCCC(N)=NS(N)(=O)=O)cs1. The result is 1 (good absorption).